This data is from Reaction yield outcomes from USPTO patents with 853,638 reactions. The task is: Predict the reaction yield, written as a fraction of the theoretical maximum amount of product (1.0 means a 100% yield; for example, 0.34 means a 34% yield). (1) The reactants are [NH2:1][C:2]1[N:7]=[CH:6][N:5]=[C:4]2[N:8]([C@@H:25]3[CH2:30][CH2:29][CH2:28][N:27]([C:31](=[O:35])[CH2:32][C:33]#[N:34])[CH2:26]3)[N:9]=[C:10]([C:11]3[CH:16]=[CH:15][C:14]([O:17][C:18]4[CH:23]=[CH:22][CH:21]=[CH:20][C:19]=4[F:24])=[CH:13][CH:12]=3)[C:3]=12.[CH:36]1([CH:39]=O)[CH2:38][CH2:37]1.N1CCCCC1. The catalyst is CO. The product is [NH2:1][C:2]1[N:7]=[CH:6][N:5]=[C:4]2[N:8]([C@@H:25]3[CH2:30][CH2:29][CH2:28][N:27]([C:31]([C:32](=[CH:39][CH:36]4[CH2:38][CH2:37]4)[C:33]#[N:34])=[O:35])[CH2:26]3)[N:9]=[C:10]([C:11]3[CH:16]=[CH:15][C:14]([O:17][C:18]4[CH:23]=[CH:22][CH:21]=[CH:20][C:19]=4[F:24])=[CH:13][CH:12]=3)[C:3]=12. The yield is 0.230. (2) The reactants are C([O:5][C:6](=[O:32])[CH2:7][CH2:8][C:9]1[CH:14]=[CH:13][C:12]([O:15][CH2:16][CH2:17][C:18]2[N:19]=[C:20]([C:24]3[CH:29]=[CH:28][CH:27]=[CH:26][CH:25]=3)[O:21][C:22]=2[CH3:23])=[CH:11][C:10]=1[CH2:30]Br)(C)(C)C.[F:33][C:34]([F:43])([F:42])[C:35]1[CH:40]=[CH:39][C:38]([OH:41])=[CH:37][CH:36]=1.CN(C=O)C.C(=O)([O-])[O-].[Cs+].[Cs+]. The catalyst is CCOCC. The product is [CH3:23][C:22]1[O:21][C:20]([C:24]2[CH:25]=[CH:26][CH:27]=[CH:28][CH:29]=2)=[N:19][C:18]=1[CH2:17][CH2:16][O:15][C:12]1[CH:13]=[CH:14][C:9]([CH2:8][CH2:7][C:6]([OH:5])=[O:32])=[C:10]([CH2:30][O:41][C:38]2[CH:39]=[CH:40][C:35]([C:34]([F:33])([F:42])[F:43])=[CH:36][CH:37]=2)[CH:11]=1. The yield is 0.640. (3) The reactants are C(O)(=O)C.[NH2:5][C:6]([C:12]1[CH:13]=[N:14][CH:15]=[CH:16][CH:17]=1)=[CH:7][C:8]([O:10][CH3:11])=[O:9].[BH4-].[Na+].[ClH:20]. The catalyst is C1COCC1.CO. The product is [ClH:20].[ClH:20].[NH2:5][CH:6]([C:12]1[CH:13]=[N:14][CH:15]=[CH:16][CH:17]=1)[CH2:7][C:8]([O:10][CH3:11])=[O:9]. The yield is 0.890. (4) The reactants are [NH2:1][S:2][O:3][O:4][C:5]1[CH:10]=[CH:9][C:8]([N:11]2[C:19]3[C:18]4[CH:20]=[C:21]([N+:24]([O-:26])=[O:25])[CH:22]=[CH:23][C:17]=4[CH2:16][CH2:15][C:14]=3[C:13]([C:27]([O:29]CC)=O)=[N:12]2)=[CH:7][CH:6]=1.[OH-].[NH4+:33]. The catalyst is CO. The product is [NH2:1][S:2][O:3][O:4][C:5]1[CH:6]=[CH:7][C:8]([N:11]2[C:19]3[C:18]4[CH:20]=[C:21]([N+:24]([O-:26])=[O:25])[CH:22]=[CH:23][C:17]=4[CH2:16][CH2:15][C:14]=3[C:13]([C:27]([NH2:33])=[O:29])=[N:12]2)=[CH:9][CH:10]=1. The yield is 0.680.